Dataset: Reaction yield outcomes from USPTO patents with 853,638 reactions. Task: Predict the reaction yield, written as a fraction of the theoretical maximum amount of product (1.0 means a 100% yield; for example, 0.34 means a 34% yield). The reactants are CN([CH:4]=[C:5]1[C:11](=O)[C:10]2[CH:13]=[C:14]([CH3:17])[CH:15]=[CH:16][C:9]=2[NH:8][C:7](=[O:18])[CH2:6]1)C.Cl.[CH:20]1([C:23]([NH2:25])=[NH:24])[CH2:22][CH2:21]1. No catalyst specified. The product is [CH:20]1([C:23]2[N:24]=[CH:4][C:5]3[CH2:6][C:7](=[O:18])[NH:8][C:9]4[CH:16]=[CH:15][C:14]([CH3:17])=[CH:13][C:10]=4[C:11]=3[N:25]=2)[CH2:22][CH2:21]1. The yield is 0.880.